Dataset: Reaction yield outcomes from USPTO patents with 853,638 reactions. Task: Predict the reaction yield, written as a fraction of the theoretical maximum amount of product (1.0 means a 100% yield; for example, 0.34 means a 34% yield). The reactants are Cl[C:2]1[CH:7]=[C:6]([NH:8][C:9]2[CH:19]=[CH:18][CH:17]=[CH:16][C:10]=2[C:11]([NH:13][CH2:14][CH3:15])=[O:12])[C:5]([Cl:20])=[CH:4][N:3]=1.[CH2:21]([N:23]1[C:27]([NH2:28])=[CH:26][C:25]([CH3:29])=[N:24]1)[CH3:22].C(=O)([O-])[O-].[Cs+].[Cs+].C1(P(C2C=CC=CC=2)C2C=CC3C(=CC=CC=3)C=2C2C3C(=CC=CC=3)C=CC=2P(C2C=CC=CC=2)C2C=CC=CC=2)C=CC=CC=1. The catalyst is C([O-])(=O)C.[Pd+2].C([O-])(=O)C.O1CCOCC1.C1COCC1. The product is [Cl:20][C:5]1[C:6]([NH:8][C:9]2[CH:19]=[CH:18][CH:17]=[CH:16][C:10]=2[C:11]([NH:13][CH2:14][CH3:15])=[O:12])=[CH:7][C:2]([NH:28][C:27]2[N:23]([CH2:21][CH3:22])[N:24]=[C:25]([CH3:29])[CH:26]=2)=[N:3][CH:4]=1. The yield is 0.300.